This data is from Full USPTO retrosynthesis dataset with 1.9M reactions from patents (1976-2016). The task is: Predict the reactants needed to synthesize the given product. (1) Given the product [CH3:1][O:2][C:3]([C:5]1[C:13]2[CH:12]=[C:11]([CH:14]=[O:23])[O:10][C:9]=2[C:8]([O:16][CH:17]2[CH2:21][CH2:20][CH2:19][CH2:18]2)=[CH:7][CH:6]=1)=[O:4], predict the reactants needed to synthesize it. The reactants are: [CH3:1][O:2][C:3]([C:5]1[C:13]2[CH:12]=[C:11]([CH2:14]Br)[O:10][C:9]=2[C:8]([O:16][CH:17]2[CH2:21][CH2:20][CH2:19][CH2:18]2)=[CH:7][CH:6]=1)=[O:4].C(=O)([O-])[O-:23].[Na+].[Na+]. (2) Given the product [Br:22][CH2:19][C:12]1[C:13]([C:15]([F:18])([F:17])[F:16])=[N:14][C:9]([NH:8][C:4]2[CH:5]=[CH:6][CH:7]=[C:2]([Cl:1])[CH:3]=2)=[N:10][CH:11]=1, predict the reactants needed to synthesize it. The reactants are: [Cl:1][C:2]1[CH:3]=[C:4]([NH:8][C:9]2[N:14]=[C:13]([C:15]([F:18])([F:17])[F:16])[C:12]([CH2:19]O)=[CH:11][N:10]=2)[CH:5]=[CH:6][CH:7]=1.C(Br)(Br)(Br)[Br:22].C1(P(C2C=CC=CC=2)C2C=CC=CC=2)C=CC=CC=1. (3) Given the product [Br:8][C:5]1[CH:6]=[CH:7][C:2]([NH:9][CH2:10][CH2:11][C:12]2[CH:17]=[CH:16][C:15]([OH:18])=[CH:14][CH:13]=2)=[N:3][CH:4]=1, predict the reactants needed to synthesize it. The reactants are: Br[C:2]1[CH:7]=[CH:6][C:5]([Br:8])=[CH:4][N:3]=1.[NH2:9][CH2:10][CH2:11][C:12]1[CH:17]=[CH:16][C:15]([OH:18])=[CH:14][CH:13]=1.C(OCC)(=O)C.Cl.